This data is from Reaction yield outcomes from USPTO patents with 853,638 reactions. The task is: Predict the reaction yield, written as a fraction of the theoretical maximum amount of product (1.0 means a 100% yield; for example, 0.34 means a 34% yield). (1) The reactants are [C:1]([O:5][C:6]([N:8]1[CH2:18][CH2:17][CH:11]([C:12]([O:14][CH2:15][CH3:16])=[O:13])[CH2:10][CH2:9]1)=[O:7])([CH3:4])([CH3:3])[CH3:2].[Li+].CC([N-][CH:24]([CH3:26])[CH3:25])C.C1([C:30](C2CC2)=[S:31])CC1.[CH2:35]1[CH2:39]OC[CH2:36]1. No catalyst specified. The product is [CH:36]1([SH:31]([CH2:30][C:11]2([C:12]([O:14][CH2:15][CH3:16])=[O:13])[CH2:17][CH2:18][N:8]([C:6]([O:5][C:1]([CH3:2])([CH3:4])[CH3:3])=[O:7])[CH2:9][CH2:10]2)[CH:24]2[CH2:26][CH2:25]2)[CH2:35][CH2:39]1. The yield is 0.960. (2) The reactants are [F:1][C:2]1[C:3]([O:13]C)=[CH:4][C:5]([O:11]C)=[C:6]([CH:10]=1)[C:7]([OH:9])=O.C(Cl)(=O)C(Cl)=O.C[O:22][C:23]1[CH:28]=[CH:27][C:26]([F:29])=[C:25]([O:30]C)[CH:24]=1.[Al+3].[Cl-].[Cl-].[Cl-]. The catalyst is C(Cl)Cl. The product is [F:29][C:26]1[C:25]([OH:30])=[CH:24][C:23]([OH:22])=[C:28]([CH:27]=1)[C:7]([C:6]1[CH:10]=[C:2]([F:1])[C:3]([OH:13])=[CH:4][C:5]=1[OH:11])=[O:9]. The yield is 0.440. (3) The reactants are [CH:1]1([CH:4]=O)[CH2:3][CH2:2]1.N1CCCCC1.[NH2:12][C:13]1[N:18]=[CH:17][N:16]=[C:15]2[N:19]([CH2:37][C@H:38]3[CH2:42][CH2:41][CH2:40][N:39]3[C:43](=[O:47])[CH2:44][C:45]#[N:46])[N:20]=[C:21]([C:22]3[CH:27]=[CH:26][C:25]([O:28][C:29]4[CH:34]=[C:33]([F:35])[CH:32]=[C:31]([F:36])[CH:30]=4)=[CH:24][CH:23]=3)[C:14]=12. The catalyst is CO. The product is [NH2:12][C:13]1[N:18]=[CH:17][N:16]=[C:15]2[N:19]([CH2:37][C@H:38]3[CH2:42][CH2:41][CH2:40][N:39]3[C:43]([C:44](=[CH:4][CH:1]3[CH2:2][CH2:3]3)[C:45]#[N:46])=[O:47])[N:20]=[C:21]([C:22]3[CH:27]=[CH:26][C:25]([O:28][C:29]4[CH:30]=[C:31]([F:36])[CH:32]=[C:33]([F:35])[CH:34]=4)=[CH:24][CH:23]=3)[C:14]=12. The yield is 0.450. (4) The reactants are Br[C:2]1[CH:7]=[CH:6][C:5]([Cl:8])=[CH:4][C:3]=1[N+:9]([O-:11])=[O:10].[NH2:12][C:13]1[C:14]([CH3:23])=[C:15]([CH:20]=[CH:21][CH:22]=1)[C:16]([O:18][CH3:19])=[O:17].P([O-])([O-])([O-])=O.[K+].[K+].[K+].O. The catalyst is C1(C)C=CC=CC=1.C1C=CC(/C=C/C(/C=C/C2C=CC=CC=2)=O)=CC=1.C1C=CC(/C=C/C(/C=C/C2C=CC=CC=2)=O)=CC=1.C1C=CC(/C=C/C(/C=C/C2C=CC=CC=2)=O)=CC=1.[Pd].[Pd].C1(P(C2C=CC=CC=2)C2C=CC=CC=2OC2C=CC=CC=2P(C2C=CC=CC=2)C2C=CC=CC=2)C=CC=CC=1. The product is [Cl:8][C:5]1[CH:6]=[CH:7][C:2]([NH:12][C:13]2[C:14]([CH3:23])=[C:15]([CH:20]=[CH:21][CH:22]=2)[C:16]([O:18][CH3:19])=[O:17])=[C:3]([N+:9]([O-:11])=[O:10])[CH:4]=1. The yield is 0.980. (5) The reactants are [Br:1][CH:2]([CH:6]([O:8][CH3:9])[CH3:7])[C:3](O)=[O:4].C(Cl)(=O)C([Cl:13])=O. The catalyst is ClCCl.N1C=CC=CC=1. The product is [Br:1][CH:2]([CH:6]([O:8][CH3:9])[CH3:7])[C:3]([Cl:13])=[O:4]. The yield is 1.00. (6) The reactants are CC(C)([O-])C.[Li+].C(OP([CH2:15][C:16]([O:18][CH2:19][CH3:20])=[O:17])(OCC)=O)C.[CH:21](=O)[C:22]1[CH:27]=[CH:26][CH:25]=[CH:24][CH:23]=1. The catalyst is C(Cl)Cl. The product is [C:22]1(/[CH:21]=[CH:15]/[C:16]([O:18][CH2:19][CH3:20])=[O:17])[CH:27]=[CH:26][CH:25]=[CH:24][CH:23]=1. The yield is 0.720. (7) The reactants are Br[C:2]1[CH:3]=[C:4]2[C:8](=[C:9]([C:11]([NH2:13])=[O:12])[CH:10]=1)[NH:7][CH:6]=[C:5]2[CH:14]1[CH2:19][CH2:18][CH2:17][S:16](=[O:21])(=[O:20])[CH2:15]1.[O:22]1[CH:26]=[CH:25][C:24](B(O)O)=[CH:23]1.C(=O)([O-])[O-].[K+].[K+]. The catalyst is O1CCOCC1.O.C1C=CC(P(C2C=CC=CC=2)[C-]2C=CC=C2)=CC=1.C1C=CC(P(C2C=CC=CC=2)[C-]2C=CC=C2)=CC=1.Cl[Pd]Cl.[Fe+2]. The product is [O:20]=[S:16]1(=[O:21])[CH2:17][CH2:18][CH2:19][CH:14]([C:5]2[C:4]3[C:8](=[C:9]([C:11]([NH2:13])=[O:12])[CH:10]=[C:2]([C:24]4[CH:25]=[CH:26][O:22][CH:23]=4)[CH:3]=3)[NH:7][CH:6]=2)[CH2:15]1. The yield is 0.450.